From a dataset of Reaction yield outcomes from USPTO patents with 853,638 reactions. Predict the reaction yield, written as a fraction of the theoretical maximum amount of product (1.0 means a 100% yield; for example, 0.34 means a 34% yield). (1) The reactants are [F:1][C:2]([F:15])([F:14])[O:3][C:4]1[CH:9]=[CH:8][C:7]([NH:10][C:11](=[S:13])[CH3:12])=[CH:6][CH:5]=1.[OH-].[Na+].CCOC(C)=O. The catalyst is CCO.O. The product is [CH3:12][C:11]1[S:13][C:8]2[CH:9]=[C:4]([O:3][C:2]([F:14])([F:1])[F:15])[CH:5]=[CH:6][C:7]=2[N:10]=1. The yield is 0.445. (2) The reactants are [N+:1]([C:4]1[CH:18]=[CH:17][C:7]([C:8]([NH:10][C:11]2[CH:16]=[CH:15][CH:14]=[CH:13][N:12]=2)=[O:9])=[CH:6][CH:5]=1)([O-])=O.O1CCOCC1. The catalyst is CO.[Pd]. The product is [NH2:1][C:4]1[CH:18]=[CH:17][C:7]([C:8]([NH:10][C:11]2[CH:16]=[CH:15][CH:14]=[CH:13][N:12]=2)=[O:9])=[CH:6][CH:5]=1. The yield is 0.950. (3) The reactants are [F:1][C:2]1([F:7])[CH2:4][CH:3]1[CH2:5][OH:6].FF.C(N(CC)CC)C.[C:17]1([CH3:27])[CH:22]=[CH:21][C:20]([S:23](Cl)(=[O:25])=[O:24])=[CH:19][CH:18]=1. The catalyst is ClCCl. The product is [CH3:27][C:17]1[CH:22]=[CH:21][C:20]([S:23]([O:6][CH2:5][CH:3]2[CH2:4][C:2]2([F:7])[F:1])(=[O:25])=[O:24])=[CH:19][CH:18]=1. The yield is 0.610. (4) The product is [CH3:1][O:2][C:3]1[S:4][C:5]([C:13]([OH:15])=[O:14])=[CH:6][CH:7]=1. The catalyst is O1CCCC1. The yield is 0.910. The reactants are [CH3:1][O:2][C:3]1[S:4][CH:5]=[CH:6][CH:7]=1.[Li]CCCC.[C:13](=[O:15])=[O:14]. (5) The reactants are [CH2:1]([N:3]1[CH:11]=[N:10][C:9]2[C:4]1=[N:5][C:6]([NH:22][C@H:23]1[CH2:28][CH2:27][C@H:26]([OH:29])[CH2:25][CH2:24]1)=[N:7][C:8]=2[NH:12][C:13]1[CH:18]=[CH:17][C:16]([N+:19]([O-])=O)=[CH:15][CH:14]=1)[CH3:2].O.NN. The catalyst is CO.[Ni]. The product is [NH2:19][C:16]1[CH:17]=[CH:18][C:13]([NH:12][C:8]2[N:7]=[C:6]([NH:22][C@H:23]3[CH2:24][CH2:25][C@H:26]([OH:29])[CH2:27][CH2:28]3)[N:5]=[C:4]3[C:9]=2[N:10]=[CH:11][N:3]3[CH2:1][CH3:2])=[CH:14][CH:15]=1. The yield is 0.740. (6) The reactants are [CH2:1]([Mg]Cl)[CH:2]=[CH2:3].[Cl:6][C:7]1[CH:23]=[C:22]([Cl:24])[C:21]([O:25][CH2:26][C:27]2[CH:32]=[CH:31][C:30]([O:33][CH3:34])=[CH:29][CH:28]=2)=[CH:20][C:8]=1[O:9][C:10]1[N:14]([CH3:15])[N:13]=[C:12]([CH:16]=[O:17])[C:11]=1[CH:18]=[CH2:19].[Cl-].[NH4+]. The yield is 0.650. The product is [Cl:6][C:7]1[CH:23]=[C:22]([Cl:24])[C:21]([O:25][CH2:26][C:27]2[CH:28]=[CH:29][C:30]([O:33][CH3:34])=[CH:31][CH:32]=2)=[CH:20][C:8]=1[O:9][C:10]1[N:14]([CH3:15])[N:13]=[C:12]([CH:16]([OH:17])[CH2:3][CH:2]=[CH2:1])[C:11]=1[CH:18]=[CH2:19]. The catalyst is O1CCCC1. (7) The product is [Br:1][C:2]1[C:3]([O:16][C:25]2[C:24]([CH3:23])=[CH:29][CH:28]=[CH:27][N:26]=2)=[C:4]2[C:9](=[CH:10][CH:11]=1)[N:8]([C:12](=[O:14])[CH3:13])[C@@H:7]([CH3:15])[CH2:6][CH2:5]2. The reactants are [Br:1][C:2]1[C:3]([OH:16])=[C:4]2[C:9](=[CH:10][CH:11]=1)[N:8]([C:12](=[O:14])[CH3:13])[C@@H:7]([CH3:15])[CH2:6][CH2:5]2.N1C=CC=CC=1.[CH3:23][C:24]1[C:25](B(O)O)=[N:26][CH:27]=[CH:28][CH:29]=1. The yield is 0.490. The catalyst is C([O-])(=O)C.[Cu+2].C([O-])(=O)C.CN(C)C=O. (8) The reactants are [CH2:1]([Mg]Cl)[C:2]1[CH:7]=[CH:6][CH:5]=[CH:4][CH:3]=1.[CH2:10]1[O:20][C:13]2([CH2:18][CH2:17][C:16](=[O:19])[CH2:15][CH2:14]2)[O:12][CH2:11]1. The catalyst is C1COCC1. The yield is 0.810. The product is [CH2:1]([C:16]1([OH:19])[CH2:17][CH2:18][C:13]2([O:20][CH2:10][CH2:11][O:12]2)[CH2:14][CH2:15]1)[C:2]1[CH:7]=[CH:6][CH:5]=[CH:4][CH:3]=1.